From a dataset of Forward reaction prediction with 1.9M reactions from USPTO patents (1976-2016). Predict the product of the given reaction. The product is: [NH2:26][C:23]1[N:24]=[CH:25][C:20]([C:18]2[CH:17]=[N:16][N:15]([C@H:12]3[CH2:11][CH2:10][C@H:9]([OH:8])[CH2:14][CH2:13]3)[CH:19]=2)=[C:21]2[CH:29]=[C:28]([C:33]3[C:34]4[S:38][CH:37]=[N:36][C:35]=4[CH:39]=[CH:40][C:32]=3[F:31])[O:27][C:22]=12. Given the reactants [Si]([O:8][C@H:9]1[CH2:14][CH2:13][C@H:12]([N:15]2[CH:19]=[C:18]([C:20]3[CH:25]=[N:24][C:23]([NH2:26])=[C:22]4[O:27][C:28](Cl)=[CH:29][C:21]=34)[CH:17]=[N:16]2)[CH2:11][CH2:10]1)(C(C)(C)C)(C)C.[F:31][C:32]1[CH:40]=[CH:39][C:35]2[N:36]=[CH:37][S:38][C:34]=2[C:33]=1B(O)O.C(=O)([O-])[O-].[Na+].[Na+].Cl, predict the reaction product.